From a dataset of Retrosynthesis with 50K atom-mapped reactions and 10 reaction types from USPTO. Predict the reactants needed to synthesize the given product. (1) The reactants are: Cc1oc(C=Cc2ccccc2)nc1CN1c2ccc(C(O)(C(F)(F)F)C(F)(F)F)cc2CC1C. Given the product Cc1oc(CCc2ccccc2)nc1CN1c2ccc(C(O)(C(F)(F)F)C(F)(F)F)cc2CC1C, predict the reactants needed to synthesize it. (2) Given the product CC(Nc1cc(Br)ccc1[N+](=O)[O-])c1ccccc1, predict the reactants needed to synthesize it. The reactants are: CC(N)c1ccccc1.O=[N+]([O-])c1ccc(Br)cc1F. (3) Given the product COCCNC(=O)c1c(O)c2ncc(Cc3ccccc3)cc2n(CC2CC2)c1=O, predict the reactants needed to synthesize it. The reactants are: CCOC(=O)c1c(O)c2ncc(Cc3ccccc3)cc2n(CC2CC2)c1=O.COCCN. (4) Given the product CC(O)(C#Cc1cc2c(cc1F)OCCn1cc(C(N)=O)nc1-2)C(F)(F)F, predict the reactants needed to synthesize it. The reactants are: C#CC(C)(O)C(F)(F)F.NC(=O)c1cn2c(n1)-c1cc(Br)c(F)cc1OCC2. (5) The reactants are: CC(C)(C)OC(=O)OC(=O)OC(C)(C)C.N[C@@H]1CCc2cc(Br)ccc2C1. Given the product CC(C)(C)OC(=O)N[C@@H]1CCc2cc(Br)ccc2C1, predict the reactants needed to synthesize it. (6) Given the product CC(=O)c1ccc(NC(=O)CN(Cc2ccccc2)C(=O)OC(C)(C)C)cc1, predict the reactants needed to synthesize it. The reactants are: CC(=O)c1ccc(N)cc1.CC(C)(C)OC(=O)N(CC(=O)O)Cc1ccccc1. (7) Given the product COc1cc2c(cc1NC(=O)CCl)-c1c(-c3cccs3)c3c(n1CC2)C(=O)N(C(C)(C)C)CCCC3, predict the reactants needed to synthesize it. The reactants are: COc1cc2c(cc1N)-c1c(-c3cccs3)c3c(n1CC2)C(=O)N(C(C)(C)C)CCCC3.O=C(Cl)CCl. (8) The reactants are: CC(=O)CCC(=O)c1cc(Br)ccc1OCc1ccc(F)cc1.COC(=O)c1cc(N)ccc1NC(C)=O. Given the product COC(=O)c1cc(-n2c(C)ccc2-c2cc(Br)ccc2OCc2ccc(F)cc2)ccc1NC(C)=O, predict the reactants needed to synthesize it.